This data is from NCI-60 drug combinations with 297,098 pairs across 59 cell lines. The task is: Regression. Given two drug SMILES strings and cell line genomic features, predict the synergy score measuring deviation from expected non-interaction effect. (1) Drug 1: CN(CC1=CN=C2C(=N1)C(=NC(=N2)N)N)C3=CC=C(C=C3)C(=O)NC(CCC(=O)O)C(=O)O. Drug 2: C1CCC(C(C1)N)N.C(=O)(C(=O)[O-])[O-].[Pt+4]. Cell line: U251. Synergy scores: CSS=38.8, Synergy_ZIP=-6.26, Synergy_Bliss=-6.26, Synergy_Loewe=-16.7, Synergy_HSA=-3.31. (2) Drug 1: C1CC(C1)(C(=O)O)C(=O)O.[NH2-].[NH2-].[Pt+2]. Drug 2: CC1=C(N=C(N=C1N)C(CC(=O)N)NCC(C(=O)N)N)C(=O)NC(C(C2=CN=CN2)OC3C(C(C(C(O3)CO)O)O)OC4C(C(C(C(O4)CO)O)OC(=O)N)O)C(=O)NC(C)C(C(C)C(=O)NC(C(C)O)C(=O)NCCC5=NC(=CS5)C6=NC(=CS6)C(=O)NCCC[S+](C)C)O. Cell line: MCF7. Synergy scores: CSS=6.64, Synergy_ZIP=-5.17, Synergy_Bliss=-4.29, Synergy_Loewe=-21.8, Synergy_HSA=-1.66. (3) Drug 1: CC1=C2C(C(=O)C3(C(CC4C(C3C(C(C2(C)C)(CC1OC(=O)C(C(C5=CC=CC=C5)NC(=O)OC(C)(C)C)O)O)OC(=O)C6=CC=CC=C6)(CO4)OC(=O)C)OC)C)OC. Drug 2: C#CCC(CC1=CN=C2C(=N1)C(=NC(=N2)N)N)C3=CC=C(C=C3)C(=O)NC(CCC(=O)O)C(=O)O. Cell line: SR. Synergy scores: CSS=52.9, Synergy_ZIP=-0.298, Synergy_Bliss=-3.04, Synergy_Loewe=-2.46, Synergy_HSA=-1.57. (4) Drug 1: CN(C)C1=NC(=NC(=N1)N(C)C)N(C)C. Drug 2: C1CC(C1)(C(=O)O)C(=O)O.[NH2-].[NH2-].[Pt+2]. Cell line: OVCAR-8. Synergy scores: CSS=-0.576, Synergy_ZIP=-4.79, Synergy_Bliss=-4.05, Synergy_Loewe=-22.4, Synergy_HSA=-8.77. (5) Drug 1: C1CC(=O)NC(=O)C1N2CC3=C(C2=O)C=CC=C3N. Drug 2: C1=CC(=CC=C1C#N)C(C2=CC=C(C=C2)C#N)N3C=NC=N3. Cell line: SF-539. Synergy scores: CSS=1.60, Synergy_ZIP=-2.50, Synergy_Bliss=-3.68, Synergy_Loewe=-1.60, Synergy_HSA=-1.66.